Dataset: Reaction yield outcomes from USPTO patents with 853,638 reactions. Task: Predict the reaction yield, written as a fraction of the theoretical maximum amount of product (1.0 means a 100% yield; for example, 0.34 means a 34% yield). (1) The reactants are Cl.Cl[C:3]1[CH:8]=[CH:7][N:6]=[CH:5][CH:4]=1.[NH2:9][C:10]1[CH:15]=[CH:14][C:13]([OH:16])=[CH:12][CH:11]=1.[OH-].[Na+].[CH3:19]S(C)=O. No catalyst specified. The product is [NH2:9][C:10]1[CH:15]=[CH:14][C:13]([O:16][C:8]2[CH:7]=[CH:19][C:5]([NH2:6])=[CH:4][CH:3]=2)=[CH:12][CH:11]=1. The yield is 0.940. (2) The reactants are [CH3:1][C@@H:2]1[N:13]([CH3:14])[C:12](=[O:15])[C@H:11]([CH2:16][C:17](O)=[O:18])[CH2:10][CH:9]=[CH:8][CH2:7][CH2:6][C:5](=[O:20])[O:4][C@@H:3]1[C:21]1[CH:26]=[CH:25][CH:24]=[CH:23][CH:22]=1.[F:27][C:28]([F:34])([F:33])[CH2:29][CH2:30][CH2:31][NH2:32].CO.C(Cl)Cl. The catalyst is CN(C=O)C. The product is [CH3:1][C@@H:2]1[N:13]([CH3:14])[C:12](=[O:15])[C@H:11]([CH2:16][C:17]([NH:32][CH2:31][CH2:30][CH2:29][C:28]([F:34])([F:33])[F:27])=[O:18])[CH2:10][CH:9]=[CH:8][CH2:7][CH2:6][C:5](=[O:20])[O:4][C@@H:3]1[C:21]1[CH:22]=[CH:23][CH:24]=[CH:25][CH:26]=1. The yield is 0.920. (3) No catalyst specified. The yield is 0.980. The product is [CH3:17][C:16]1[O:15][N:14]=[C:13]([C:18]2[CH:23]=[CH:22][CH:21]=[CH:20][N:19]=2)[C:12]=1[CH2:11][O:10][C:7]1[CH:8]=[CH:9][C:4]([C:3]([NH:28][CH2:27][C:26]([F:30])([F:29])[F:25])=[O:24])=[CH:5][N:6]=1. The reactants are CO[C:3](=[O:24])[C:4]1[CH:9]=[CH:8][C:7]([O:10][CH2:11][C:12]2[C:13]([C:18]3[CH:23]=[CH:22][CH:21]=[CH:20][N:19]=3)=[N:14][O:15][C:16]=2[CH3:17])=[N:6][CH:5]=1.[F:25][C:26]([F:30])([F:29])[CH2:27][NH2:28]. (4) The reactants are [C:1]([C:4]1[CH:5]=[C:6]([CH:11]=[C:12]([Br:15])[C:13]=1[OH:14])[C:7]([O:9][CH3:10])=[O:8])(=[O:3])[CH3:2].C[Si]([N-][Si](C)(C)C)(C)C.[Na+].[C:26](=S)=[S:27]. The catalyst is C1COCC1. The product is [Br:15][C:12]1[CH:11]=[C:6]([C:7]([O:9][CH3:10])=[O:8])[CH:5]=[C:4]2[C:13]=1[O:14][C:26](=[S:27])[CH:2]=[C:1]2[OH:3]. The yield is 0.410.